Dataset: Catalyst prediction with 721,799 reactions and 888 catalyst types from USPTO. Task: Predict which catalyst facilitates the given reaction. (1) Reactant: [F:1][C:2]1[CH:7]=[C:6]([F:8])[CH:5]=[C:4]([N+:9]([O-])=O)[C:3]=1[C:12]1[CH:17]=[CH:16][CH:15]=[CH:14][CH:13]=1.O.O.O.O.O.O.O.O.O.S([O-])([O-])=O.[Na+].[Na+].C(O)C. Product: [F:8][C:6]1[CH:5]=[C:4]([NH2:9])[C:3]([C:12]2[CH:17]=[CH:16][CH:15]=[CH:14][CH:13]=2)=[C:2]([F:1])[CH:7]=1. The catalyst class is: 6. (2) Reactant: [CH:1]1([CH2:4][N:5]2[CH2:10][CH2:9][N:8]([C:11]3[CH:16]=[CH:15][CH:14]=[CH:13][C:12]=3[CH:17]3[CH2:22][C:21]([CH3:24])([CH3:23])[CH2:20][C:19]([CH3:26])([CH3:25])[CH2:18]3)[CH2:7][CH2:6]2)[CH2:3][CH2:2]1.O.[C:28]1([CH3:38])[CH:33]=[CH:32][C:31]([S:34]([OH:37])(=[O:36])=[O:35])=[CH:30][CH:29]=1. Product: [C:28]1([CH3:38])[CH:29]=[CH:30][C:31]([S:34]([OH:37])(=[O:35])=[O:36])=[CH:32][CH:33]=1.[CH:1]1([CH2:4][N:5]2[CH2:6][CH2:7][N:8]([C:11]3[CH:16]=[CH:15][CH:14]=[CH:13][C:12]=3[CH:17]3[CH2:18][C:19]([CH3:26])([CH3:25])[CH2:20][C:21]([CH3:24])([CH3:23])[CH2:22]3)[CH2:9][CH2:10]2)[CH2:3][CH2:2]1. The catalyst class is: 5. (3) Reactant: [CH3:1][C:2]1[CH:12]=[CH:11][CH:10]=[C:4]2[C:5]([O:7][C:8](=[O:9])[C:3]=12)=O.[CH2:13]([NH2:17])[CH:14]([CH3:16])[CH3:15].C1(C)C=CC(S(O)(=O)=O)=CC=1. Product: [CH2:13]([N:17]1[C:8](=[O:9])[C:3]2=[C:2]([CH3:1])[CH:12]=[CH:11][CH:10]=[C:4]2[C:5]1=[O:7])[CH:14]([CH3:16])[CH3:15]. The catalyst class is: 11. (4) Reactant: [CH3:1][O:2][C:3]1[CH:4]=[C:5]([NH:11][C:12]2[N:17]=[C:16]([N:18]3[C:22]([CH3:23])=[CH:21][C:20]([C:24]([F:27])([F:26])[F:25])=[N:19]3)[C:15]([C:28]3[CH:29]=[C:30]([C:34](O)=[O:35])[CH:31]=[N:32][CH:33]=3)=[CH:14][N:13]=2)[CH:6]=[C:7]([O:9][CH3:10])[CH:8]=1.[CH2:37]([N:39](CC)CC)C.Cl.CN.C(P1(=O)OP(CCC)(=O)OP(CCC)(=O)O1)CC. Product: [CH3:1][O:2][C:3]1[CH:4]=[C:5]([NH:11][C:12]2[N:17]=[C:16]([N:18]3[C:22]([CH3:23])=[CH:21][C:20]([C:24]([F:26])([F:25])[F:27])=[N:19]3)[C:15]([C:28]3[CH:29]=[C:30]([C:34]([NH:39][CH3:37])=[O:35])[CH:31]=[N:32][CH:33]=3)=[CH:14][N:13]=2)[CH:6]=[C:7]([O:9][CH3:10])[CH:8]=1. The catalyst class is: 4. (5) Reactant: [CH2:1]([C@H:8]([NH:39][C:40](=[O:51])[C@H:41]([C:47]([CH3:50])([CH3:49])[CH3:48])[NH:42][C:43](=[O:46])[O:44][CH3:45])[CH2:9][C@H:10]([OH:38])[C@H:11]([CH2:25][C:26]1[CH:31]=[CH:30][C:29]([C:32]2[CH:37]=[CH:36][CH:35]=[CH:34][N:33]=2)=[CH:28][CH:27]=1)[NH:12][C:13](=[O:24])[C@@H:14]([NH:19][C:20](=[O:23])[O:21][CH3:22])[C:15]([CH3:18])([CH3:17])[CH3:16])[C:2]1[CH:7]=[CH:6][CH:5]=[CH:4][CH:3]=1.[CH3:52][S:53][CH3:54].C(OOC(=O)C1C=CC=CC=1)(=O)C1C=CC=CC=1. Product: [CH2:1]([C@H:8]([NH:39][C:40]([C@@H:41]([NH:42][C:43](=[O:46])[O:44][CH3:45])[C:47]([CH3:50])([CH3:49])[CH3:48])=[O:51])[CH2:9][C@H:10]([O:38][CH2:52][S:53][CH3:54])[C@@H:11]([NH:12][C:13](=[O:24])[C@H:14]([C:15]([CH3:18])([CH3:17])[CH3:16])[NH:19][C:20]([O:21][CH3:22])=[O:23])[CH2:25][C:26]1[CH:31]=[CH:30][C:29]([C:32]2[CH:37]=[CH:36][CH:35]=[CH:34][N:33]=2)=[CH:28][CH:27]=1)[C:2]1[CH:3]=[CH:4][CH:5]=[CH:6][CH:7]=1. The catalyst class is: 115. (6) Reactant: [CH:1]1([NH:4][C:5]([C:7]2[N:8]=[N:9][N:10]([C:20]3[CH:25]=[CH:24][C:23]([C:26]([NH:28][CH2:29][CH3:30])=[O:27])=[CH:22][CH:21]=3)[C:11]=2[CH2:12][S:13][C:14]2[CH:19]=[CH:18][CH:17]=[CH:16][CH:15]=2)=[O:6])[CH2:3][CH2:2]1.ClC1C=CC=C(C(OO)=[O:39])C=1. Product: [CH:1]1([NH:4][C:5]([C:7]2[N:8]=[N:9][N:10]([C:20]3[CH:21]=[CH:22][C:23]([C:26]([NH:28][CH2:29][CH3:30])=[O:27])=[CH:24][CH:25]=3)[C:11]=2[CH2:12][S:13]([C:14]2[CH:19]=[CH:18][CH:17]=[CH:16][CH:15]=2)=[O:39])=[O:6])[CH2:2][CH2:3]1. The catalyst class is: 56. (7) Reactant: C(N)(C)(C)C.[CH3:6][C:7]([NH:10][C:11]([NH:13][C:14]1[S:15][C:16]2[CH:22]=[C:21]([C:23]([NH:25][C:26]3[C:31]([CH3:32])=[CH:30][C:29]([CH3:33])=[CH:28][C:27]=3[CH3:34])=[O:24])[CH:20]=[CH:19][C:17]=2[N:18]=1)=[O:12])([CH3:9])[CH3:8]. Product: [CH3:9][C:7]([NH:10][C:11]([NH:13][C:14]1[S:15][C:16]2[CH:22]=[C:21]([C:23]([NH:25][C:26]3[C:27]([CH3:34])=[CH:28][C:29]([CH3:33])=[CH:30][C:31]=3[CH3:32])=[O:24])[CH:20]=[CH:19][C:17]=2[N:18]=1)=[O:12])([CH3:6])[CH3:8]. The catalyst class is: 266. (8) Reactant: [C:1]([O:5][C:6]([NH:8][C@@H:9]1[CH2:14][CH2:13][C@H:12]([C:15]([OH:17])=O)[CH2:11][CH2:10]1)=[O:7])([CH3:4])([CH3:3])[CH3:2].C([N:20](CC)CC)C.ClC(OCC)=O.N. Product: [C:1]([O:5][C:6](=[O:7])[NH:8][C@H:9]1[CH2:14][CH2:13][C@@H:12]([C:15](=[O:17])[NH2:20])[CH2:11][CH2:10]1)([CH3:4])([CH3:3])[CH3:2]. The catalyst class is: 1. (9) Reactant: C(OC(=O)NC)C.[Cl:8][C:9]1[CH:10]=[C:11]2[C:17]([C:18]3[N:23]=[C:22]([NH:24][C@H:25]4[CH2:30][CH2:29][CH2:28][C@@H:27]([NH:31][CH2:32][CH2:33][N:34](C)[C:35](=O)OC(C)(C)C)[CH2:26]4)[C:21]([F:43])=[CH:20][N:19]=3)=[CH:16][NH:15][C:12]2=[N:13][CH:14]=1.Cl.O1CCOCC1. Product: [Cl:8][C:9]1[CH:10]=[C:11]2[C:17]([C:18]3[N:23]=[C:22]([NH:24][C@H:25]4[CH2:30][CH2:29][CH2:28][C@@H:27]([NH:31][CH2:32][CH2:33][NH:34][CH3:35])[CH2:26]4)[C:21]([F:43])=[CH:20][N:19]=3)=[CH:16][NH:15][C:12]2=[N:13][CH:14]=1. The catalyst class is: 98. (10) Reactant: [NH2:1][C:2]1[C:3]([C:12]([OH:14])=[O:13])=[CH:4][C:5]2[C:10]([CH:11]=1)=[CH:9][CH:8]=[CH:7][CH:6]=2.[N:15]([O-])=O.[Na+].Cl[Sn]Cl.O. Product: [NH:1]([C:2]1[C:3]([C:12]([OH:14])=[O:13])=[CH:4][C:5]2[C:10]([CH:11]=1)=[CH:9][CH:8]=[CH:7][CH:6]=2)[NH2:15]. The catalyst class is: 126.